This data is from Catalyst prediction with 721,799 reactions and 888 catalyst types from USPTO. The task is: Predict which catalyst facilitates the given reaction. (1) Reactant: [N+:1]([C:4]1[CH:8]=[C:7]([CH2:9][OH:10])[NH:6][N:5]=1)([O-:3])=[O:2].C([O-])([O-])=O.[Cs+].[Cs+].Br[CH2:18][C:19]([O:21][CH2:22][CH3:23])=[O:20]. The catalyst class is: 10. Product: [OH:10][CH2:9][C:7]1[N:6]([CH2:18][C:19]([O:21][CH2:22][CH3:23])=[O:20])[N:5]=[C:4]([N+:1]([O-:3])=[O:2])[CH:8]=1. (2) Reactant: [Br:1][C:2]1[S:3][C:4]([CH:7]=[O:8])=[CH:5][N:6]=1.[F-].[Cs+].[C:11]([Si](C)(C)C)([F:14])([F:13])[F:12]. Product: [Br:1][C:2]1[S:3][C:4]([CH:7]([OH:8])[C:11]([F:14])([F:13])[F:12])=[CH:5][N:6]=1. The catalyst class is: 57.